From a dataset of Full USPTO retrosynthesis dataset with 1.9M reactions from patents (1976-2016). Predict the reactants needed to synthesize the given product. (1) The reactants are: [NH2:1][C:2]1[N:7]=[C:6]([CH:8]([F:10])[F:9])[N:5]=[C:4]([O:11][CH3:12])[N:3]=1.[F:13][C:14]([F:28])([F:27])[C:15]1[CH:20]=[CH:19][CH:18]=[CH:17][C:16]=1[S:21]([N:24]=[C:25]=[O:26])(=[O:23])=[O:22]. Given the product [F:9][CH:8]([F:10])[C:6]1[N:5]=[C:4]([O:11][CH3:12])[N:3]=[C:2]([NH:1][C:25]([NH:24][S:21]([C:16]2[CH:17]=[CH:18][CH:19]=[CH:20][C:15]=2[C:14]([F:28])([F:13])[F:27])(=[O:22])=[O:23])=[O:26])[N:7]=1, predict the reactants needed to synthesize it. (2) Given the product [C:55]([O:54][C:51]1[CH:50]=[CH:49][C:48]([CH2:47][C@H:23]([NH:22][C:19](=[O:21])[CH2:18][N:2]([CH3:1])[NH:3][C:4]([NH:5][CH2:6][C:7]2[C:16]3[C:11](=[CH:12][CH:13]=[CH:14][CH:15]=3)[CH:10]=[CH:9][CH:8]=2)=[O:17])[C:24]([N:26]([C@@H:38]([CH3:46])[CH:39]([O:43][CH2:44][CH3:45])[O:40][CH2:41][CH3:42])[CH2:27][C:28]2[C:37]3[C:32](=[CH:33][CH:34]=[CH:35][CH:36]=3)[CH:31]=[CH:30][CH:29]=2)=[O:25])=[CH:53][CH:52]=1)([CH3:58])([CH3:56])[CH3:57], predict the reactants needed to synthesize it. The reactants are: [CH3:1][N:2]([CH2:18][C:19]([OH:21])=O)[NH:3][C:4](=[O:17])[NH:5][CH2:6][C:7]1[C:16]2[C:11](=[CH:12][CH:13]=[CH:14][CH:15]=2)[CH:10]=[CH:9][CH:8]=1.[NH2:22][C@@H:23]([CH2:47][C:48]1[CH:53]=[CH:52][C:51]([O:54][C:55]([CH3:58])([CH3:57])[CH3:56])=[CH:50][CH:49]=1)[C:24]([N:26]([C@@H:38]([CH3:46])[CH:39]([O:43][CH2:44][CH3:45])[O:40][CH2:41][CH3:42])[CH2:27][C:28]1[C:37]2[C:32](=[CH:33][CH:34]=[CH:35][CH:36]=2)[CH:31]=[CH:30][CH:29]=1)=[O:25]. (3) Given the product [CH2:27]([N:23]1[CH2:24][C@@H:25]([CH3:26])[C@H:21]([C:19]2[NH:16][C:14](=[O:15])[C:3]3[C:4]([CH3:13])=[N:5][N:6]([CH:7]4[CH2:12][CH2:11][O:10][CH2:9][CH2:8]4)[C:2]=3[N:1]=2)[CH2:22]1)[C:28]1[CH:33]=[CH:32][CH:31]=[CH:30][CH:29]=1, predict the reactants needed to synthesize it. The reactants are: [NH2:1][C:2]1[N:6]([CH:7]2[CH2:12][CH2:11][O:10][CH2:9][CH2:8]2)[N:5]=[C:4]([CH3:13])[C:3]=1[C:14]([NH2:16])=[O:15].CO[C:19]([C@H:21]1[C@H:25]([CH3:26])[CH2:24][N:23]([CH2:27][C:28]2[CH:33]=[CH:32][CH:31]=[CH:30][CH:29]=2)[CH2:22]1)=O. (4) Given the product [CH2:1]([O:16][C:13]1[CH:14]=[CH:15][C:10]([Cl:9])=[CH:11][C:12]=1[N+:17]([O-:19])=[O:18])[C:2]1[CH:7]=[CH:6][CH:5]=[CH:4][CH:3]=1, predict the reactants needed to synthesize it. The reactants are: [CH2:1](Br)[C:2]1[CH:7]=[CH:6][CH:5]=[CH:4][CH:3]=1.[Cl:9][C:10]1[CH:15]=[CH:14][C:13]([OH:16])=[C:12]([N+:17]([O-:19])=[O:18])[CH:11]=1.C(=O)([O-])[O-].[K+].[K+]. (5) Given the product [NH2:30]/[C:29](=[N:2]\[OH:3])/[CH2:28][N:20]1[C:21]2[C:26](=[CH:25][CH:24]=[CH:23][CH:22]=2)[CH2:27][CH:18]([NH:17][C:15]([C:13]2[NH:12][C:11]3[S:32][C:8]([Cl:7])=[CH:9][C:10]=3[CH:14]=2)=[O:16])[C:19]1=[O:31], predict the reactants needed to synthesize it. The reactants are: Cl.[NH2:2][OH:3].C[O-].[Na+].[Cl:7][C:8]1[S:32][C:11]2[NH:12][C:13]([C:15]([NH:17][CH:18]3[CH2:27][C:26]4[C:21](=[CH:22][CH:23]=[CH:24][CH:25]=4)[N:20]([CH2:28][C:29]#[N:30])[C:19]3=[O:31])=[O:16])=[CH:14][C:10]=2[CH:9]=1.